This data is from CYP3A4 inhibition data for predicting drug metabolism from PubChem BioAssay. The task is: Regression/Classification. Given a drug SMILES string, predict its absorption, distribution, metabolism, or excretion properties. Task type varies by dataset: regression for continuous measurements (e.g., permeability, clearance, half-life) or binary classification for categorical outcomes (e.g., BBB penetration, CYP inhibition). Dataset: cyp3a4_veith. (1) The drug is N[C@H](CCC(=O)NCC(=O)O)C(=O)O. The result is 0 (non-inhibitor). (2) The compound is CN1C(=O)C(=Cc2ccc(N3CCCCCC3)o2)C(=O)N(C)C1=S. The result is 1 (inhibitor).